Task: Predict the reactants needed to synthesize the given product.. Dataset: Full USPTO retrosynthesis dataset with 1.9M reactions from patents (1976-2016) (1) Given the product [Cl:1][C:2]1[C:11]2[N:10]([CH3:12])[O:9][C@H:8]3[NH:13][C@H:14]([C:16]([O:18][C@@H:19]4[C@:28]5([OH:29])[C@@H:23]([C@H:24]([CH:31]([CH3:32])[CH3:33])[CH2:25][CH2:26][C@H:27]5[CH3:30])[CH:22]=[C:21]([CH3:34])[C@H:20]4[O:35][C:36](=[O:38])[CH3:37])=[O:17])[CH2:15][C@@:7]3([OH:39])[C:6]=2[CH:5]=[CH:4][CH:3]=1, predict the reactants needed to synthesize it. The reactants are: [Cl:1][C:2]1[C:11]2[N:10]([CH3:12])[O:9][C@H:8]3[NH:13][C@H:14]([C:16]([O:18][C@@H:19]4[C@:28]5([OH:29])[C@H:23]([C@H:24]([C:31]([CH3:33])=[CH2:32])[CH2:25][CH2:26][C@H:27]5[CH3:30])[CH:22]=[C:21]([CH3:34])[C@H:20]4[O:35][C:36](=[O:38])[CH3:37])=[O:17])[CH2:15][C@@:7]3([OH:39])[C:6]=2[CH:5]=[CH:4][CH:3]=1.[H][H]. (2) Given the product [Cl:1][C:2]1[CH:7]=[CH:6][CH:5]=[C:4]([C:8]([F:11])([F:10])[F:9])[C:3]=1[C:12]([N:14]1[C:22]2[C:17](=[C:18]([F:23])[CH:19]=[CH:20][CH:21]=2)[C:16]([N:32]2[CH:25]3[CH2:31][CH2:30][CH:29]2[CH2:28][CH:27]([C:33]([O:35][CH3:36])=[O:34])[CH2:26]3)=[N:15]1)=[O:13], predict the reactants needed to synthesize it. The reactants are: [Cl:1][C:2]1[CH:7]=[CH:6][CH:5]=[C:4]([C:8]([F:11])([F:10])[F:9])[C:3]=1[C:12]([N:14]1[C:22]2[C:17](=[C:18]([F:23])[CH:19]=[CH:20][CH:21]=2)[C:16](I)=[N:15]1)=[O:13].[CH:25]12[NH:32][CH:29]([CH2:30][CH2:31]1)[CH2:28][CH:27]([C:33]([O:35][CH3:36])=[O:34])[CH2:26]2.CC(OC1C=CC=C(OC(C)C)C=1C1C(P(C2CCCCC2)C2CCCCC2)=CC=CC=1)C.N1C2C(=CC=CC=2)CC1.C(=O)([O-])[O-].[Cs+].[Cs+]. (3) Given the product [O-:4][S:2]([C:5]([F:8])([F:7])[F:6])(=[O:3])=[O:1].[Br:10][C:11]1[CH:24]=[CH:23][C:14]([CH2:15][O:16][C:17]2[CH:22]=[CH:21][CH:20]=[CH:19][N+:18]=2[CH3:5])=[CH:13][CH:12]=1, predict the reactants needed to synthesize it. The reactants are: [O:1](C)[S:2]([C:5]([F:8])([F:7])[F:6])(=[O:4])=[O:3].[Br:10][C:11]1[CH:24]=[CH:23][C:14]([CH2:15][O:16][C:17]2[CH:22]=[CH:21][CH:20]=[CH:19][N:18]=2)=[CH:13][CH:12]=1.